From a dataset of Reaction yield outcomes from USPTO patents with 853,638 reactions. Predict the reaction yield, written as a fraction of the theoretical maximum amount of product (1.0 means a 100% yield; for example, 0.34 means a 34% yield). (1) The catalyst is C(OCC)(=O)C.C1C=CC([P]([Pd]([P](C2C=CC=CC=2)(C2C=CC=CC=2)C2C=CC=CC=2)([P](C2C=CC=CC=2)(C2C=CC=CC=2)C2C=CC=CC=2)[P](C2C=CC=CC=2)(C2C=CC=CC=2)C2C=CC=CC=2)(C2C=CC=CC=2)C2C=CC=CC=2)=CC=1.O. The product is [CH3:12][O:11][C:9]1[CH:8]=[CH:7][C:5]2[N:6]=[C:2]([C:33]3[CH:34]=[C:29]([CH:30]=[CH:31][CH:32]=3)[C:27]([O:26][CH3:25])=[O:28])[S:3][C:4]=2[CH:10]=1. The reactants are Br[C:2]1[S:3][C:4]2[CH:10]=[C:9]([O:11][CH3:12])[CH:8]=[CH:7][C:5]=2[N:6]=1.COCCOC.C(=O)([O-])[O-].[Na+].[Na+].[CH3:25][O:26][C:27]([C:29]1[CH:30]=[C:31](B(O)O)[CH:32]=[CH:33][CH:34]=1)=[O:28]. The yield is 0.530. (2) The product is [CH2:1]([O:3][C:4]1[CH:9]=[CH:8][N:7]=[C:6]([OH:13])[CH:5]=1)[CH3:2]. No catalyst specified. The yield is 0.450. The reactants are [CH2:1]([O:3][C:4]1[CH:9]=[CH:8][N+:7]([O-])=[CH:6][CH:5]=1)[CH3:2].C(OC(=O)C)(=[O:13])C. (3) The reactants are [O:1]=[C:2]1[C:10](=[C:11]2[C:19]3[C:14](=[CH:15][CH:16]=[CH:17][CH:18]=3)[CH:13]([CH2:20][CH2:21]OS(C)(=O)=O)[O:12]2)[C:9]2[C:4](=[CH:5][CH:6]=[CH:7][CH:8]=2)[NH:3]1.[NH:27]1[CH2:32][CH2:31][O:30][CH2:29][CH2:28]1. The catalyst is O1CCOCC1. The product is [N:27]1([CH2:21][CH2:20][CH:13]2[C:14]3[C:19](=[CH:18][CH:17]=[CH:16][CH:15]=3)[C:11](=[C:10]3[C:9]4[C:4](=[CH:5][CH:6]=[CH:7][CH:8]=4)[NH:3][C:2]3=[O:1])[O:12]2)[CH2:32][CH2:31][O:30][CH2:29][CH2:28]1. The yield is 0.760. (4) The reactants are [CH3:1][O:2][C:3]1[CH:4]=[C:5]2[C:9](=[CH:10][CH:11]=1)[N:8]([CH3:12])[CH:7]=[C:6]2[C:13]1[N:25](COCC[Si](C)(C)C)[C:16]2[N:17]=[CH:18][C:19]3[N:20]([C:21]([CH3:24])=[N:22][N:23]=3)[C:15]=2[CH:14]=1.CN(C=O)C.C(N)CN.CCCC[N+](CCCC)(CCCC)CCCC.[F-]. The catalyst is O. The product is [CH3:1][O:2][C:3]1[CH:4]=[C:5]2[C:9](=[CH:10][CH:11]=1)[N:8]([CH3:12])[CH:7]=[C:6]2[C:13]1[NH:25][C:16]2[N:17]=[CH:18][C:19]3[N:20]([C:21]([CH3:24])=[N:22][N:23]=3)[C:15]=2[CH:14]=1. The yield is 0.0840. (5) The reactants are [C:1]([C:5]1[CH:10]=[CH:9][C:8]([OH:11])=[C:7]([Cl:12])[CH:6]=1)([CH3:4])([CH3:3])[CH3:2].CCN(CC)CC.Cl[C:21]([O:23][CH3:24])=[O:22]. The catalyst is ClCCl.CN(C1C=CN=CC=1)C. The product is [C:21](=[O:22])([O:23][CH3:24])[O:11][C:8]1[CH:9]=[CH:10][C:5]([C:1]([CH3:4])([CH3:2])[CH3:3])=[CH:6][C:7]=1[Cl:12]. The yield is 0.920. (6) The reactants are [N+:1]([C:4]1[CH:5]=[C:6]([C:14]2[CH:19]=[CH:18][CH:17]=[CH:16][CH:15]=2)[CH:7]=[CH:8][C:9]=1[CH2:10][C:11](O)=[O:12])([O-])=O. The product is [C:14]1([C:6]2[CH:5]=[C:4]3[C:9]([CH2:10][C:11](=[O:12])[NH:1]3)=[CH:8][CH:7]=2)[CH:19]=[CH:18][CH:17]=[CH:16][CH:15]=1. The catalyst is C(O)(=O)C.[Fe]. The yield is 0.930. (7) The reactants are [F:1][C:2]1[CH:7]=[CH:6][C:5]([C:8]2[N:12]=[C:11]([C:13]([CH3:17])([CH3:16])[CH2:14][NH2:15])[NH:10][N:9]=2)=[CH:4][CH:3]=1.[F:18][C:19]([F:35])([F:34])[C:20]1[O:24][N:23]=[C:22]([C:25]2[CH:26]=[C:27]([CH:31]=[CH:32][CH:33]=2)[C:28](O)=[O:29])[N:21]=1. No catalyst specified. The product is [F:1][C:2]1[CH:3]=[CH:4][C:5]([C:8]2[N:12]=[C:11]([C:13]([CH3:17])([CH3:16])[CH2:14][NH:15][C:28](=[O:29])[C:27]3[CH:31]=[CH:32][CH:33]=[C:25]([C:22]4[N:21]=[C:20]([C:19]([F:35])([F:34])[F:18])[O:24][N:23]=4)[CH:26]=3)[NH:10][N:9]=2)=[CH:6][CH:7]=1. The yield is 0.0700. (8) The reactants are [F:1][C:2]1[CH:7]=[CH:6][C:5]([CH2:8][C:9]2[CH:18]=[C:17]3[C:12]([C:13]([OH:29])=[C:14]([C:24](OCC)=[O:25])[C:15](=[O:23])[N:16]3[CH2:19][CH2:20][CH2:21][OH:22])=[N:11][CH:10]=2)=[CH:4][CH:3]=1.[NH2:30][CH2:31][CH:32]([OH:34])[CH3:33]. No catalyst specified. The product is [F:1][C:2]1[CH:3]=[CH:4][C:5]([CH2:8][C:9]2[CH:18]=[C:17]3[C:12]([C:13]([OH:29])=[C:14]([C:24]([NH:30][CH2:31][CH:32]([OH:34])[CH3:33])=[O:25])[C:15](=[O:23])[N:16]3[CH2:19][CH2:20][CH2:21][OH:22])=[N:11][CH:10]=2)=[CH:6][CH:7]=1. The yield is 0.340. (9) The product is [NH2:21][C:18]1[CH:19]=[CH:20][C:15]([CH2:14][NH:13][C:11]2[C:10]3[C:5](=[C:6]([CH3:25])[CH:7]=[CH:8][CH:9]=3)[N:4]=[C:3]([NH:2][CH3:1])[N:12]=2)=[CH:16][CH:17]=1. The reactants are [CH3:1][NH:2][C:3]1[N:12]=[C:11]([NH:13][CH2:14][C:15]2[CH:20]=[CH:19][C:18]([N+:21]([O-])=O)=[CH:17][CH:16]=2)[C:10]2[C:5](=[CH:6][C:7](C)=[CH:8][CH:9]=2)[N:4]=1.[CH3:25]O. The yield is 0.500. The catalyst is C1COCC1.[Pd].